Dataset: Forward reaction prediction with 1.9M reactions from USPTO patents (1976-2016). Task: Predict the product of the given reaction. (1) Given the reactants [F:1][C:2]1[CH:7]=[CH:6][C:5]([C:8]2([CH2:14][O:15][CH2:16][C:17]3[CH:18]=[C:19]([C:26]([F:29])([F:28])[F:27])[CH:20]=[C:21]4[C:25]=3[NH:24][N:23]=[CH:22]4)[CH2:13][CH2:12][NH:11][CH2:10][CH2:9]2)=[CH:4][CH:3]=1.[C:30]([BH3-])#N.[Na+].C=O.C(O)(=O)C, predict the reaction product. The product is: [F:1][C:2]1[CH:7]=[CH:6][C:5]([C:8]2([CH2:14][O:15][CH2:16][C:17]3[CH:18]=[C:19]([C:26]([F:27])([F:28])[F:29])[CH:20]=[C:21]4[C:25]=3[NH:24][N:23]=[CH:22]4)[CH2:13][CH2:12][N:11]([CH3:30])[CH2:10][CH2:9]2)=[CH:4][CH:3]=1. (2) The product is: [CH3:8][N:6]1[CH:7]=[C:2]([B:17]2[O:21][C:20]([CH3:23])([CH3:22])[C:19]([CH3:25])([CH3:24])[O:18]2)[CH:3]=[C:4]([NH:10][C:11]2[CH:15]=[CH:14][N:13]([CH3:16])[N:12]=2)[C:5]1=[O:9]. Given the reactants Br[C:2]1[CH:3]=[C:4]([NH:10][C:11]2[CH:15]=[CH:14][N:13]([CH3:16])[N:12]=2)[C:5](=[O:9])[N:6]([CH3:8])[CH:7]=1.[B:17]1([B:17]2[O:21][C:20]([CH3:23])([CH3:22])[C:19]([CH3:25])([CH3:24])[O:18]2)[O:21][C:20]([CH3:23])([CH3:22])[C:19]([CH3:25])([CH3:24])[O:18]1.CC(C1C=C(C(C)C)C(C2C=CC=CC=2P(C2CCCCC2)C2CCCCC2)=C(C(C)C)C=1)C.C([O-])(=O)C.[K+], predict the reaction product. (3) Given the reactants [Cl:1][C:2]1[CH:10]=[CH:9][C:5]([C:6]([OH:8])=[O:7])=[C:4]([CH3:11])[CH:3]=1.S(=O)(=O)(O)O.[N+:17]([O-])([OH:19])=[O:18], predict the reaction product. The product is: [Cl:1][C:2]1[CH:10]=[CH:9][C:5]([C:6]([OH:8])=[O:7])=[C:4]([CH3:11])[C:3]=1[N+:17]([O-:19])=[O:18]. (4) Given the reactants [OH:1][C:2]([C:5]1[CH:23]=[CH:22][C:8]([C:9]([NH:11][C:12]2[N:17]=[CH:16][C:15]3[CH:18]=[CH:19][N:20]([CH3:21])[C:14]=3[CH:13]=2)=[O:10])=[CH:7][CH:6]=1)([CH3:4])[CH3:3].[Cl:24]N1C(=O)CCC1=O.O, predict the reaction product. The product is: [Cl:24][C:18]1[C:15]2[CH:16]=[N:17][C:12]([NH:11][C:9](=[O:10])[C:8]3[CH:22]=[CH:23][C:5]([C:2]([OH:1])([CH3:3])[CH3:4])=[CH:6][CH:7]=3)=[CH:13][C:14]=2[N:20]([CH3:21])[CH:19]=1.